This data is from Reaction yield outcomes from USPTO patents with 853,638 reactions. The task is: Predict the reaction yield, written as a fraction of the theoretical maximum amount of product (1.0 means a 100% yield; for example, 0.34 means a 34% yield). (1) The reactants are [Cl:1][C:2]1[CH:7]=[CH:6][C:5]([O:8][C:9]2[CH:14]=[CH:13][C:12]([CH2:15][CH2:16][O:17][C:18]3[NH:19][CH:20]=[C:21]([CH2:25][C:26]4[CH:27]=[N:28][CH:29]=[N:30][CH:31]=4)[C:22](=[O:24])[N:23]=3)=[CH:11][C:10]=2[F:32])=[CH:4][C:3]=1[C:33]([F:36])([F:35])[F:34].[CH3:37]CN(C(C)C)C(C)C.CI. The catalyst is C(Cl)Cl. The product is [Cl:1][C:2]1[CH:7]=[CH:6][C:5]([O:8][C:9]2[CH:14]=[CH:13][C:12]([CH2:15][CH2:16][O:17][C:18]3[N:19]([CH3:37])[CH:20]=[C:21]([CH2:25][C:26]4[CH:31]=[N:30][CH:29]=[N:28][CH:27]=4)[C:22](=[O:24])[N:23]=3)=[CH:11][C:10]=2[F:32])=[CH:4][C:3]=1[C:33]([F:35])([F:36])[F:34]. The yield is 0.183. (2) The reactants are C1N2CN3CN(C2)CN1C3.O.[CH2:12]([O:14][C:15](=[O:29])[C@H:16]([CH2:21][C:22]1[CH:27]=[CH:26][C:25]([OH:28])=[CH:24][CH:23]=1)[NH:17][C:18](=[O:20])[CH3:19])[CH3:13].O.[C:31](O)(C(F)(F)F)=[O:32]. The catalyst is CC(O)=O. The product is [CH2:12]([O:14][C:15](=[O:29])[C@H:16]([CH2:21][C:22]1[CH:23]=[CH:24][C:25]([OH:28])=[C:26]([CH:31]=[O:32])[CH:27]=1)[NH:17][C:18](=[O:20])[CH3:19])[CH3:13]. The yield is 0.460.